Dataset: Full USPTO retrosynthesis dataset with 1.9M reactions from patents (1976-2016). Task: Predict the reactants needed to synthesize the given product. (1) Given the product [F:21][C:22]1[CH:27]=[CH:26][C:25]([C@H:28]([NH:29][S:31]([C:34]2[CH:39]=[CH:38][CH:37]=[C:36]([C:40]([F:43])([F:42])[F:41])[CH:35]=2)(=[O:33])=[O:32])[CH2:30][C:15]#[C:16][Si:17]([CH3:20])([CH3:19])[CH3:18])=[CH:24][CH:23]=1, predict the reactants needed to synthesize it. The reactants are: CC1C=CC(S(N[C@H](C[C:15]#[C:16][Si:17]([CH3:20])([CH3:19])[CH3:18])C)(=O)=O)=CC=1.[F:21][C:22]1[CH:27]=[CH:26][C:25]([CH:28]2[CH2:30][N@@:29]2[S:31]([C:34]2[CH:39]=[CH:38][CH:37]=[C:36]([C:40]([F:43])([F:42])[F:41])[CH:35]=2)(=[O:33])=[O:32])=[CH:24][CH:23]=1. (2) Given the product [CH3:10][N:9]1[CH:8]=[CH:7][C:6]([C:1]([O:3][CH3:23])=[O:4])=[N:5]1, predict the reactants needed to synthesize it. The reactants are: [C:1](=[O:4])([OH:3])N.[N:5]1[N:9]2[CH:10]=CC=C[C:8]2=[C:7](C(OC)=O)[CH:6]=1.S(=O)(=O)(O)O.[CH3:23]O. (3) Given the product [NH2:1][C:2]1[N:7]=[C:6]([CH:8]([NH:18][C:19](=[O:31])[CH2:20][C:21]2[C:29]3[C:24](=[CH:25][CH:26]=[C:27]([F:30])[CH:28]=3)[NH:23][CH:22]=2)[CH2:9][C:10]2[CH:15]=[C:14]([F:16])[CH:13]=[C:12]([F:17])[CH:11]=2)[C:5]([C:32]2[CH:33]=[CH:34][C:35]([Cl:74])=[CH:36][CH:40]=2)=[CH:4][CH:3]=1, predict the reactants needed to synthesize it. The reactants are: [NH2:1][C:2]1[N:7]=[C:6]([C@@H:8]([NH:18][C:19](=[O:31])[CH2:20][C:21]2[C:29]3[C:24](=[CH:25][CH:26]=[C:27]([F:30])[CH:28]=3)[NH:23][CH:22]=2)[CH2:9][C:10]2[CH:15]=[C:14]([F:16])[CH:13]=[C:12]([F:17])[CH:11]=2)[C:5]([C:32]2[CH:33]=[CH:34][C:35](F)=[C:36]([CH:40]=2)C(N)=O)=[CH:4][CH:3]=1.NC1N=C(C(NC(=O)CC2C3C(=CC=C(F)C=3)NC=2)CC2C=C(F)C=C(F)C=2)C(Br)=CC=1.[Cl:74]C1C=CC(B(O)O)=CC=1. (4) The reactants are: [C:1]1([C:7]23[CH2:15][CH:11]4[CH2:12][CH:13]([CH2:14]2)[C:9]([NH2:16])([CH2:10]4)[CH2:8]3)[CH:6]=[CH:5][CH:4]=[CH:3][CH:2]=1.C([O-])([O-])=O.[K+].[K+].Cl[CH2:24][C:25]([N:27]1[CH2:31][CH2:30][CH2:29][C@H:28]1[C:32]#[N:33])=[O:26]. Given the product [C:1]1([C:7]23[CH2:15][CH:11]4[CH2:10][C:9]([NH:16][CH2:24][C:25]([N:27]5[CH2:31][CH2:30][CH2:29][C@H:28]5[C:32]#[N:33])=[O:26])([CH2:8]2)[CH:13]([CH2:12]4)[CH2:14]3)[CH:2]=[CH:3][CH:4]=[CH:5][CH:6]=1, predict the reactants needed to synthesize it.